Task: Predict which catalyst facilitates the given reaction.. Dataset: Catalyst prediction with 721,799 reactions and 888 catalyst types from USPTO (1) Reactant: [CH3:1][O:2][C:3]([C@@H:5]1[CH2:18][C@H:17]([NH2:19])[C:16](=[O:20])[C@H:15]2[C@@:6]1([CH3:28])[CH2:7][CH2:8][C@@H:9]1[C@:14]2([CH3:21])[CH2:13][C@@H:12]([C:22]2[CH:26]=[CH:25][O:24][CH:23]=2)[O:11][C:10]1=[O:27])=[O:4].[C:29](OC(=O)C)(=[O:31])[CH3:30]. Product: [CH3:1][O:2][C:3]([C@@H:5]1[CH2:18][C@H:17]([NH:19][C:29](=[O:31])[CH3:30])[C:16](=[O:20])[C@H:15]2[C@@:6]1([CH3:28])[CH2:7][CH2:8][C@@H:9]1[C@:14]2([CH3:21])[CH2:13][C@@H:12]([C:22]2[CH:26]=[CH:25][O:24][CH:23]=2)[O:11][C:10]1=[O:27])=[O:4]. The catalyst class is: 79. (2) Reactant: Br[C:2]1[CH:3]=[C:4]2[C:9](=[CH:10][CH:11]=1)[O:8][CH:7]([CH:12]1[CH2:17][CH2:16][O:15][C:14]([CH3:19])([CH3:18])[CH2:13]1)[CH2:6][C:5]2=[O:20].[C:21]([C:23]1[CH:24]=[C:25](B(O)O)[CH:26]=[CH:27][CH:28]=1)#[N:22].C([O-])([O-])=O.[Cs+].[Cs+]. Product: [CH3:18][C:14]1([CH3:19])[CH2:13][CH:12]([CH:7]2[CH2:6][C:5](=[O:20])[C:4]3[C:9](=[CH:10][CH:11]=[C:2]([C:27]4[CH:28]=[C:23]([CH:24]=[CH:25][CH:26]=4)[C:21]#[N:22])[CH:3]=3)[O:8]2)[CH2:17][CH2:16][O:15]1. The catalyst class is: 551. (3) Reactant: [O:1]1[C:5]2[CH:6]=[CH:7][CH:8]=[CH:9][C:4]=2[CH:3]=[C:2]1[C:10]1[N:14]2[N:15]=[C:16](Cl)[CH:17]=[CH:18][C:13]2=[N:12][CH:11]=1.[NH:20]1[CH2:24][CH2:23][C@@H:22]([OH:25])[CH2:21]1. Product: [O:1]1[C:5]2[CH:6]=[CH:7][CH:8]=[CH:9][C:4]=2[CH:3]=[C:2]1[C:10]1[N:14]2[N:15]=[C:16]([N:20]3[CH2:24][CH2:23][C@@H:22]([OH:25])[CH2:21]3)[CH:17]=[CH:18][C:13]2=[N:12][CH:11]=1. The catalyst class is: 51. (4) Reactant: [Cl:1][C:2]1[C:3](=[O:30])[C@H:4]2[CH2:29][C@@:7]3([C:18]=1[C:17]1[CH:16]=[CH:15][C:14]4[N:13]([S:19]([C:22]5[CH:27]=[CH:26][C:25]([CH3:28])=[CH:24][CH:23]=5)(=[O:21])=[O:20])[N:12]=[CH:11][C:10]=4[C:9]=1[CH2:8]3)[CH2:6][CH2:5]2.[Cl:31][C:32]1[C:33](=[O:60])[C@H:34]2[CH2:59][C@@:37]3([C:48]=1[C:47]1[CH:46]=[CH:45][C:44]4[C:40](=[CH:41][N:42]([S:49]([C:52]5[CH:57]=[CH:56][C:55]([CH3:58])=[CH:54][CH:53]=5)(=[O:51])=[O:50])[N:43]=4)[C:39]=1[CH2:38]3)[CH2:36][CH2:35]2.[BH4-].[Na+]. Product: [Cl:1][C:2]1[C@H:3]([OH:30])[C@H:4]2[CH2:29][C@@:7]3([C:18]=1[C:17]1[CH:16]=[CH:15][C:14]4[N:13]([S:19]([C:22]5[CH:23]=[CH:24][C:25]([CH3:28])=[CH:26][CH:27]=5)(=[O:20])=[O:21])[N:12]=[CH:11][C:10]=4[C:9]=1[CH2:8]3)[CH2:6][CH2:5]2.[Cl:31][C:32]1[C@H:33]([OH:60])[C@H:34]2[CH2:59][C@@:37]3([C:48]=1[C:47]1[CH:46]=[CH:45][C:44]4[C:40](=[CH:41][N:42]([S:49]([C:52]5[CH:53]=[CH:54][C:55]([CH3:58])=[CH:56][CH:57]=5)(=[O:50])=[O:51])[N:43]=4)[C:39]=1[CH2:38]3)[CH2:36][CH2:35]2. The catalyst class is: 8. (5) Reactant: C1C(=O)N([Br:8])C(=O)C1.[CH3:9][C:10]1[CH:11]=[C:12]([CH2:17][C:18]([OH:20])=[O:19])[CH:13]=[C:14]([CH3:16])[CH:15]=1.CC(N=NC(C#N)(C)C)(C#N)C. Product: [Br:8][CH2:9][C:10]1[CH:11]=[C:12]([CH2:17][C:18]([OH:20])=[O:19])[CH:13]=[C:14]([CH3:16])[CH:15]=1. The catalyst class is: 13. (6) Reactant: Br[C:2]1[CH:7]=[C:6]([O:8][CH3:9])[CH:5]=[C:4]([O:10][CH3:11])[CH:3]=1.C([Li])CCC.CCCCCC.[F:23][C:24]1[CH:25]=[C:26]([CH:29]=[CH:30][C:31]=1[O:32][CH3:33])[CH:27]=[O:28]. Product: [CH3:11][O:10][C:4]1[CH:3]=[C:2]([CH:27]([C:26]2[CH:29]=[CH:30][C:31]([O:32][CH3:33])=[C:24]([F:23])[CH:25]=2)[OH:28])[CH:7]=[C:6]([O:8][CH3:9])[CH:5]=1. The catalyst class is: 20. (7) Reactant: C(Cl)(=O)C(Cl)=O.CS(C)=O.[Cl:11][C:12]1[CH:28]=[C:27]([C:29]([F:32])([F:31])[F:30])[CH:26]=[CH:25][C:13]=1[CH2:14][N:15]1[C:19]([CH2:20][OH:21])=[CH:18][C:17]([CH:22]2[CH2:24][CH2:23]2)=[N:16]1.C(N(CC)CC)C. Product: [Cl:11][C:12]1[CH:28]=[C:27]([C:29]([F:32])([F:30])[F:31])[CH:26]=[CH:25][C:13]=1[CH2:14][N:15]1[C:19]([CH:20]=[O:21])=[CH:18][C:17]([CH:22]2[CH2:23][CH2:24]2)=[N:16]1. The catalyst class is: 4.